This data is from CYP3A4 inhibition data for predicting drug metabolism from PubChem BioAssay. The task is: Regression/Classification. Given a drug SMILES string, predict its absorption, distribution, metabolism, or excretion properties. Task type varies by dataset: regression for continuous measurements (e.g., permeability, clearance, half-life) or binary classification for categorical outcomes (e.g., BBB penetration, CYP inhibition). Dataset: cyp3a4_veith. (1) The molecule is COc1ccccc1NS(=O)(=O)c1cccc(C(=O)OCC(=O)Nc2cc(C)on2)c1. The result is 1 (inhibitor). (2) The compound is Cl.NCCCCCc1nnc(SCc2ccc(Cl)c(Cl)c2)o1. The result is 1 (inhibitor). (3) The compound is Cn1c(=O)n(-c2cccc(Cl)c2)c(=O)c2c3c(sc21)COC(C)(C)C3. The result is 0 (non-inhibitor).